From a dataset of Full USPTO retrosynthesis dataset with 1.9M reactions from patents (1976-2016). Predict the reactants needed to synthesize the given product. (1) Given the product [Cl:13][C:11]([F:12])([S:14]([F:17])(=[O:15])=[O:16])[C:8]([F:9])([F:10])[C:5]([F:6])=[C:2]([F:4])[F:3], predict the reactants needed to synthesize it. The reactants are: Cl[C:2]([C:5]([C:8]([C:11]([S:14]([F:17])(=[O:16])=[O:15])([Cl:13])[F:12])([F:10])[F:9])(Cl)[F:6])([F:4])[F:3]. (2) Given the product [CH2:21]([CH:20]([C:10]1[C:11]([CH2:13][CH2:14][C:15]([O:17][CH2:18][CH3:19])=[O:16])=[CH:12][NH:8][N:9]=1)[CH2:23][CH3:24])[CH3:22], predict the reactants needed to synthesize it. The reactants are: C([N:8]1[CH:12]=[C:11](/[CH:13]=[CH:14]/[C:15]([O:17][CH2:18][CH3:19])=[O:16])[C:10]([CH:20]([CH2:23][CH3:24])[CH2:21][CH3:22])=[N:9]1)C1C=CC=CC=1.C(O)=O. (3) Given the product [Cl:23][C:24]1[CH:29]=[CH:28][C:27]([C:2]2[CH:7]=[CH:6][C:5]([C:8]3[N:12]([C@@H:13]4[CH2:17][CH2:16][C@H:15]([NH:18][C:19](=[O:22])[CH2:20][CH3:21])[CH2:14]4)[N:11]=[N:10][CH:9]=3)=[CH:4][CH:3]=2)=[CH:26][CH:25]=1, predict the reactants needed to synthesize it. The reactants are: Br[C:2]1[CH:7]=[CH:6][C:5]([C:8]2[N:12]([C@@H:13]3[CH2:17][CH2:16][C@H:15]([NH:18][C:19](=[O:22])[CH2:20][CH3:21])[CH2:14]3)[N:11]=[N:10][CH:9]=2)=[CH:4][CH:3]=1.[Cl:23][C:24]1[CH:29]=[CH:28][C:27](B(O)O)=[CH:26][CH:25]=1. (4) Given the product [C:56]([C:49]1[C:50]2[C:51](=[N:52][CH:53]=[CH:54][CH:55]=2)[N:47]([CH2:46][C:45]([N:40]2[C@H:39]([C:37]([OH:38])=[O:36])[CH2:44][C@@H:43]3[C@H:41]2[CH2:42]3)=[O:59])[N:48]=1)(=[O:58])[CH3:57], predict the reactants needed to synthesize it. The reactants are: C(P(C(C)(C)C)C1C=CC=CC=1C1C=CC=CC=1C)(C)(C)C.C(O)=O.CCN(CC)CC.C([O:36][C:37]([C@@H:39]1[CH2:44][C@@H:43]2[C@@H:41]([CH2:42]2)[N:40]1[C:45](=[O:59])[CH2:46][N:47]1[C:51]2=[N:52][CH:53]=[CH:54][CH:55]=[C:50]2[C:49]([C:56](=[O:58])[CH3:57])=[N:48]1)=[O:38])C=C. (5) Given the product [O:52]=[C:51]1[CH2:53][CH2:54][C:55](=[O:56])[N:50]1[O:22][C:21](=[O:23])[CH2:20][CH2:19][CH2:18][O:17][C:15]1[CH:14]=[CH:13][C:8]2[NH:9][C:10](=[O:12])[O:11][C:6]([C:5]#[C:4][CH:1]3[CH2:3][CH2:2]3)([C:24]([F:27])([F:26])[F:25])[C:7]=2[CH:16]=1, predict the reactants needed to synthesize it. The reactants are: [CH:1]1([C:4]#[C:5][C:6]2([C:24]([F:27])([F:26])[F:25])[O:11][C:10](=[O:12])[NH:9][C:8]3[CH:13]=[CH:14][C:15]([O:17][CH2:18][CH2:19][CH2:20][C:21]([OH:23])=[O:22])=[CH:16][C:7]2=3)[CH2:3][CH2:2]1.C(N(CC)C(C)C)(C)C.[B-](F)(F)(F)F.CN(C(O[N:50]1[C:55](=[O:56])[CH2:54][CH2:53][C:51]1=[O:52])=[N+](C)C)C. (6) Given the product [NH2:22][C:6]1[CH:5]=[CH:4][C:3]([CH2:1][CH3:2])=[CH:8][C:7]=1[NH:9][CH:10]1[CH2:11][CH2:12][N:13]([CH:16]2[CH2:17][CH2:18][O:19][CH2:20][CH2:21]2)[CH2:14][CH2:15]1, predict the reactants needed to synthesize it. The reactants are: [CH:1]([C:3]1[CH:4]=[CH:5][C:6]([N+:22]([O-])=O)=[C:7]([NH:9][CH:10]2[CH2:15][CH2:14][N:13]([CH:16]3[CH2:21][CH2:20][O:19][CH2:18][CH2:17]3)[CH2:12][CH2:11]2)[CH:8]=1)=[CH2:2].N#N. (7) Given the product [CH3:7][C:8]1[O:12][C:11]([C:13]2[CH:14]=[CH:15][CH:16]=[CH:17][CH:18]=2)=[N:10][C:9]=1[CH2:19][CH2:20][O:21][C:22]1[CH:23]=[CH:24][C:25]([CH2:28][OH:32])=[CH:26][CH:27]=1, predict the reactants needed to synthesize it. The reactants are: [H-].[Al+3].[Li+].[H-].[H-].[H-].[CH3:7][C:8]1[O:12][C:11]([C:13]2[CH:18]=[CH:17][CH:16]=[CH:15][CH:14]=2)=[N:10][C:9]=1[CH2:19][CH2:20][O:21][C:22]1[CH:27]=[CH:26][C:25]([CH3:28])=[CH:24][CH:23]=1.C1C[O:32]CC1.